Dataset: hERG Central: cardiac toxicity at 1µM, 10µM, and general inhibition. Task: Predict hERG channel inhibition at various concentrations. (1) The drug is CCC(C(=O)Nc1ccc([N+](=O)[O-])cn1)c1ccccc1. Results: hERG_inhib (hERG inhibition (general)): blocker. (2) The compound is N#Cc1c2c(c(NCCOCCO)n3c1nc1ccccc13)CCCC2. Results: hERG_inhib (hERG inhibition (general)): blocker.